Task: Regression/Classification. Given a drug SMILES string, predict its absorption, distribution, metabolism, or excretion properties. Task type varies by dataset: regression for continuous measurements (e.g., permeability, clearance, half-life) or binary classification for categorical outcomes (e.g., BBB penetration, CYP inhibition). Dataset: cyp2c9_veith.. Dataset: CYP2C9 inhibition data for predicting drug metabolism from PubChem BioAssay (1) The result is 0 (non-inhibitor). The drug is Cc1noc(C)c1-c1cncnc1NCc1ccccc1. (2) The drug is CS(=O)(=O)c1nc2ccccc2n1Cc1ccccc1. The result is 0 (non-inhibitor). (3) The drug is O=C(O)[C@H]1[C@@H]2C=C[C@H](O2)[C@@H]1C(=O)NCc1ccccn1. The result is 0 (non-inhibitor). (4) The drug is O=C(Cc1ccccc1)Nc1nc2ccc(Cl)cc2c2nc(-c3ccco3)nn12. The result is 1 (inhibitor).